This data is from Full USPTO retrosynthesis dataset with 1.9M reactions from patents (1976-2016). The task is: Predict the reactants needed to synthesize the given product. (1) The reactants are: [NH2:1][CH2:2][CH2:3][OH:4].C(N(CC)CC)C.[CH3:12][C:13]([Si:16](Cl)([CH3:18])[CH3:17])([CH3:15])[CH3:14]. Given the product [Si:16]([O:4][CH2:3][CH2:2][NH2:1])([C:13]([CH3:15])([CH3:14])[CH3:12])([CH3:18])[CH3:17], predict the reactants needed to synthesize it. (2) Given the product [C:29]([OH:34])(=[O:33])[C:30]([OH:32])=[O:31].[Cl:1][C:2]1[CH:3]=[C:4]([C:12]2[O:13][C:14]([CH:17]3[CH2:18][CH2:19][N:20]([CH:23]4[CH2:28][CH2:27][O:26][CH2:25][CH2:24]4)[CH2:21][CH2:22]3)=[N:15][N:16]=2)[C:5]2[O:9][CH2:8][CH2:7][C:6]=2[C:10]=1[NH2:11], predict the reactants needed to synthesize it. The reactants are: [Cl:1][C:2]1[CH:3]=[C:4]([C:12]2[O:13][C:14]([CH:17]3[CH2:22][CH2:21][N:20]([CH:23]4[CH2:28][CH2:27][O:26][CH2:25][CH2:24]4)[CH2:19][CH2:18]3)=[N:15][N:16]=2)[C:5]2[O:9][CH2:8][CH2:7][C:6]=2[C:10]=1[NH2:11].[C:29]([OH:34])(=[O:33])[C:30]([OH:32])=[O:31]. (3) Given the product [N:17]1[CH:18]=[CH:19][C:14]([C:12]2[S:4][C:3]3[CH:5]=[CH:6][CH:7]=[CH:8][C:2]=3[C:1](=[O:10])[N:13]=2)=[CH:15][CH:16]=1, predict the reactants needed to synthesize it. The reactants are: [C:1]([O:10]C)(=O)[C:2]1[C:3](=[CH:5][CH:6]=[CH:7][CH:8]=1)[SH:4].[C:12]([C:14]1[CH:19]=[CH:18][N:17]=[CH:16][CH:15]=1)#[N:13].C(N(CC)CC)C. (4) Given the product [CH3:1][C:2]1[CH:3]=[C:4]([CH:18]=[CH:19][CH:20]=1)[CH2:5][CH:6]1[C:13]2[CH:12]=[C:11]([C:14]([OH:16])=[O:15])[NH:10][C:9]=2[CH2:8][CH2:7]1, predict the reactants needed to synthesize it. The reactants are: [CH3:1][C:2]1[CH:3]=[C:4]([CH:18]=[CH:19][CH:20]=1)[CH2:5][CH:6]1[C:13]2[CH:12]=[C:11]([C:14]([O:16]C)=[O:15])[NH:10][C:9]=2[CH2:8][CH2:7]1.[OH-].[Li+].CO.